Task: Predict the product of the given reaction.. Dataset: Forward reaction prediction with 1.9M reactions from USPTO patents (1976-2016) Given the reactants [N+:1]([O-:4])(O)=[O:2].[CH:5]1[CH:10]=[CH:9][CH:8]=[CH:7][CH:6]=1, predict the reaction product. The product is: [N+:1]([C:5]1[CH:10]=[CH:9][CH:8]=[CH:7][CH:6]=1)([O-:4])=[O:2].